This data is from Forward reaction prediction with 1.9M reactions from USPTO patents (1976-2016). The task is: Predict the product of the given reaction. (1) Given the reactants [NH:1]([C:3]1[CH:8]=[CH:7][C:6]([CH3:9])=[CH:5][N:4]=1)[NH2:2].O=[C:11]1[CH2:20][CH2:19][C:18]2[C:13](=[CH:14][CH:15]=[CH:16][CH:17]=2)[CH:12]1[C:21](OCC)=[O:22], predict the reaction product. The product is: [CH3:9][C:6]1[CH:7]=[CH:8][C:3]([N:1]2[C:21]([OH:22])=[C:12]3[C:11]([CH2:20][CH2:19][C:18]4[CH:17]=[CH:16][CH:15]=[CH:14][C:13]=43)=[N:2]2)=[N:4][CH:5]=1. (2) Given the reactants Cl[C:2]1[C:3]2[C:4](=[CH:13][N:14](CC3C=CC(OC)=CC=3)[N:15]=2)[N:5]=[C:6]([C:8]2[S:9][CH:10]=[CH:11][CH:12]=2)[N:7]=1.[CH3:25][N:26]1[CH2:34][C:33]2[C:28](=[CH:29][CH:30]=[C:31]([NH2:35])[CH:32]=2)[CH2:27]1.Cl, predict the reaction product. The product is: [CH3:25][N:26]1[CH2:34][C:33]2[C:28](=[CH:29][CH:30]=[C:31]([NH:35][C:2]3[C:3]4[NH:15][N:14]=[CH:13][C:4]=4[N:5]=[C:6]([C:8]4[S:9][CH:10]=[CH:11][CH:12]=4)[N:7]=3)[CH:32]=2)[CH2:27]1.